From a dataset of Reaction yield outcomes from USPTO patents with 853,638 reactions. Predict the reaction yield, written as a fraction of the theoretical maximum amount of product (1.0 means a 100% yield; for example, 0.34 means a 34% yield). (1) No catalyst specified. The reactants are [F:1][C:2]([F:17])([F:16])[C:3]1[C:4]([C:9]2[CH:14]=[N:13][NH:12][C:11](=O)[CH:10]=2)=[N:5][CH:6]=[CH:7][CH:8]=1.P(Cl)(Cl)([Cl:20])=O. The product is [Cl:20][C:11]1[N:12]=[N:13][CH:14]=[C:9]([C:4]2[C:3]([C:2]([F:17])([F:16])[F:1])=[CH:8][CH:7]=[CH:6][N:5]=2)[CH:10]=1. The yield is 0.750. (2) The reactants are [C:1]([O:5][C:6]([N:8]1[CH2:13][CH2:12][N:11](C2C(=O)N(CC(C)C)N=C(C3C=CC(C)=C(F)C=3)C=2C)[CH2:10][CH2:9]1)=[O:7])([CH3:4])([CH3:3])[CH3:2].[CH2:34]([N:38]1[C:43](=[O:44])[C:42](COS(C)(=O)=O)=[CH:41][C:40]([C:51]2[CH:56]=[CH:55][C:54]([C:57]([F:60])([F:59])[F:58])=[CH:53][CH:52]=2)=[N:39]1)[CH:35]([CH3:37])[CH3:36].N1(C(OC(C)(C)C)=O)CCNC[CH2:62]1. No catalyst specified. The yield is 0.835. The product is [C:1]([O:5][C:6]([N:8]1[CH2:13][CH2:12][N:11]([C:42]2[C:43](=[O:44])[N:38]([CH2:34][CH:35]([CH3:36])[CH3:37])[N:39]=[C:40]([C:51]3[CH:56]=[CH:55][C:54]([C:57]([F:60])([F:58])[F:59])=[CH:53][CH:52]=3)[C:41]=2[CH3:62])[CH2:10][CH2:9]1)=[O:7])([CH3:4])([CH3:2])[CH3:3]. (3) The reactants are [C:1]1([CH:7]([C:23]2[CH:28]=[CH:27][CH:26]=[CH:25][CH:24]=2)[CH2:8][CH:9]2[C:18]3[C:13](=[CH:14][C:15]([O:21][CH3:22])=[C:16]([O:19][CH3:20])[CH:17]=3)[CH2:12][CH2:11][NH:10]2)[CH:6]=[CH:5][CH:4]=[CH:3][CH:2]=1.C(N(CC)CC)C.[C:36](OC(=O)C)(=[O:38])[CH3:37]. The yield is 0.960. The product is [C:36]([N:10]1[CH2:11][CH2:12][C:13]2[C:18](=[CH:17][C:16]([O:19][CH3:20])=[C:15]([O:21][CH3:22])[CH:14]=2)[CH:9]1[CH2:8][CH:7]([C:1]1[CH:2]=[CH:3][CH:4]=[CH:5][CH:6]=1)[C:23]1[CH:28]=[CH:27][CH:26]=[CH:25][CH:24]=1)(=[O:38])[CH3:37]. The catalyst is C(Cl)Cl.CCOCC. (4) The reactants are [CH3:1][N:2]1[CH2:7][CH2:6][C:5](=O)[CH2:4][CH2:3]1.Cl.[CH3:10][O:11][C:12]1[CH:19]=[C:18]([O:20][CH3:21])[CH:17]=[CH:16][C:13]=1[CH2:14][NH2:15].[SH:22][CH2:23][C:24](O)=[O:25].O. The catalyst is C1C=CC=CC=1. The product is [CH3:10][O:11][C:12]1[CH:19]=[C:18]([O:20][CH3:21])[CH:17]=[CH:16][C:13]=1[CH2:14][N:15]1[C:5]2([CH2:6][CH2:7][N:2]([CH3:1])[CH2:3][CH2:4]2)[S:22][CH2:23][C:24]1=[O:25]. The yield is 0.150. (5) The reactants are [Br:1][C:2]1[CH:3]=[C:4]2[C:8](=[CH:9][CH:10]=1)[NH:7][CH:6]=[CH:5]2.[H-].[Na+].[CH3:13][O:14][C:15]1[CH:20]=[CH:19][C:18]([S:21](Cl)(=[O:23])=[O:22])=[CH:17][C:16]=1[N:25]1[CH2:30][CH2:29][N:28]([C:31](=[O:36])[C:32]([Cl:35])([Cl:34])[Cl:33])[CH2:27][CH2:26]1. The catalyst is C1COCC1. The product is [Cl:35][C:32]([Cl:33])([Cl:34])[C:31]([N:28]1[CH2:29][CH2:30][N:25]([C:16]2[CH:17]=[C:18]([S:21]([N:7]3[C:8]4[C:4](=[CH:3][C:2]([Br:1])=[CH:10][CH:9]=4)[CH:5]=[CH:6]3)(=[O:22])=[O:23])[CH:19]=[CH:20][C:15]=2[O:14][CH3:13])[CH2:26][CH2:27]1)=[O:36]. The yield is 0.570. (6) The reactants are [Cl:1][C:2]1[C:3]2[C:4](=[N:13][N:14]([CH3:16])[CH:15]=2)[N:5]=[C:6]([C:8]([O:10]CC)=O)[N:7]=1.[F:17][C:18]1[CH:23]=[CH:22][C:21]([Mg]Br)=[CH:20][CH:19]=1.C1COCC1.CC(O)=O. The catalyst is C1COCC1. The product is [Cl:1][C:2]1[C:3]2[C:4](=[N:13][N:14]([CH3:16])[CH:15]=2)[N:5]=[C:6]([C:8]([C:21]2[CH:22]=[CH:23][C:18]([F:17])=[CH:19][CH:20]=2)=[O:10])[N:7]=1. The yield is 0.280. (7) The reactants are [F:1][C:2]([F:7])([F:6])[C:3]([OH:5])=[O:4].[C:8]([C:10]1[CH:11]=[C:12]([C:20]2[S:24][C:23]([N:25]3[C:42]([CH3:43])=[C:28]4[CH2:29][N:30]([CH2:33][CH2:34][C:35]([O:37]C(C)(C)C)=[O:36])[CH2:31][CH2:32][C:27]4=[N:26]3)=[N:22][N:21]=2)[CH:13]=[CH:14][C:15]=1[O:16][CH:17]([CH3:19])[CH3:18])#[N:9]. The catalyst is C(Cl)Cl. The product is [F:1][C:2]([F:7])([F:6])[C:3]([OH:5])=[O:4].[C:8]([C:10]1[CH:11]=[C:12]([C:20]2[S:24][C:23]([N:25]3[C:42]([CH3:43])=[C:28]4[CH2:29][N:30]([CH2:33][CH2:34][C:35]([OH:37])=[O:36])[CH2:31][CH2:32][C:27]4=[N:26]3)=[N:22][N:21]=2)[CH:13]=[CH:14][C:15]=1[O:16][CH:17]([CH3:18])[CH3:19])#[N:9]. The yield is 0.480.